Predict the reactants needed to synthesize the given product. From a dataset of Full USPTO retrosynthesis dataset with 1.9M reactions from patents (1976-2016). (1) Given the product [CH3:25][S:26]([O:13][CH2:12][CH2:11][C:9]1[N:8]=[C:6]2[N:5]([CH:10]=1)[N:4]=[C:3]([C:2]([F:14])([F:1])[F:15])[S:7]2)(=[O:28])=[O:27], predict the reactants needed to synthesize it. The reactants are: [F:1][C:2]([F:15])([F:14])[C:3]1[S:7][C:6]2=[N:8][C:9]([CH2:11][CH2:12][OH:13])=[CH:10][N:5]2[N:4]=1.CCN(C(C)C)C(C)C.[CH3:25][S:26](Cl)(=[O:28])=[O:27].[NH4+].[Cl-]. (2) Given the product [CH3:24][CH:25]1[CH2:30][N:29]([CH:31]2[CH2:34][O:33][CH2:32]2)[CH:28]([CH3:35])[CH2:27][N:26]1[C:36]1[CH:37]=[CH:38][C:39]([NH:42][C:43]2[C:44](=[O:59])[N:45]([CH3:58])[CH:46]=[C:47]([C:2]3[CH:7]=[CH:6][N:5]=[C:4]([N:8]4[C:20](=[O:21])[C:19]5[S:18][C:17]6[CH2:16][CH2:15][CH2:14][CH2:13][C:12]=6[C:11]=5[CH:10]=[N:9]4)[C:3]=3[CH:22]=[O:23])[CH:48]=2)=[N:40][CH:41]=1, predict the reactants needed to synthesize it. The reactants are: Cl[C:2]1[CH:7]=[CH:6][N:5]=[C:4]([N:8]2[C:20](=[O:21])[C:19]3[S:18][C:17]4[CH2:16][CH2:15][CH2:14][CH2:13][C:12]=4[C:11]=3[CH:10]=[N:9]2)[C:3]=1[CH:22]=[O:23].[CH3:24][C@H:25]1[CH2:30][N:29]([CH:31]2[CH2:34][O:33][CH2:32]2)[C@H:28]([CH3:35])[CH2:27][N:26]1[C:36]1[CH:37]=[CH:38][C:39]([NH:42][C:43]2[C:44](=[O:59])[N:45]([CH3:58])[CH:46]=[C:47](B3OC(C)(C)C(C)(C)O3)[CH:48]=2)=[N:40][CH:41]=1.[O-]P([O-])([O-])=O.[K+].[K+].[K+].C([O-])(=O)C.[Na+]. (3) Given the product [Cl:1][C:2]1[CH:3]=[C:4]([C:12]2[N:16]=[C:15]([C:17]3[CH:25]=[CH:24][CH:23]=[C:22]4[C:18]=3[CH:19]=[CH:20][N:21]4[CH2:29][CH2:30][CH2:31][C:32]([O:34][C:35]([CH3:38])([CH3:37])[CH3:36])=[O:33])[O:14][N:13]=2)[CH:5]=[CH:6][C:7]=1[O:8][CH:9]([CH3:11])[CH3:10], predict the reactants needed to synthesize it. The reactants are: [Cl:1][C:2]1[CH:3]=[C:4]([C:12]2[N:16]=[C:15]([C:17]3[CH:25]=[CH:24][CH:23]=[C:22]4[C:18]=3[CH:19]=[CH:20][NH:21]4)[O:14][N:13]=2)[CH:5]=[CH:6][C:7]=1[O:8][CH:9]([CH3:11])[CH3:10].[H-].[Na+].Br[CH2:29][CH2:30][CH2:31][C:32]([O:34][C:35]([CH3:38])([CH3:37])[CH3:36])=[O:33]. (4) Given the product [ClH:10].[OH:9][C:5]1[CH:4]=[C:3]([CH2:1][NH2:2])[CH:8]=[CH:7][CH:6]=1, predict the reactants needed to synthesize it. The reactants are: [C:1]([C:3]1[CH:4]=[C:5]([OH:9])[CH:6]=[CH:7][CH:8]=1)#[N:2].[ClH:10].[H][H]. (5) Given the product [N:16]12[CH2:17][CH2:18][CH:19]([CH2:20][CH2:21]1)[CH:14]([CH2:13][C:11]1[NH:12][C:4](=[O:6])[C:3]3[C:2]([CH:1]=1)=[CH:10][CH:9]=[CH:8][CH:7]=3)[CH2:15]2, predict the reactants needed to synthesize it. The reactants are: [CH3:1][C:2]1[CH:10]=[CH:9][CH:8]=[CH:7][C:3]=1[C:4]([OH:6])=O.[C:11]([CH2:13][CH:14]1[CH:19]2[CH2:20][CH2:21][N:16]([CH2:17][CH2:18]2)[CH2:15]1)#[N:12]. (6) Given the product [CH3:12][C:13]([OH:17])([CH3:14])[CH2:15][NH:16][C:5]1[CH:6]=[CH:7][C:2]([Br:1])=[CH:3][C:4]=1[N+:9]([O-:11])=[O:10], predict the reactants needed to synthesize it. The reactants are: [Br:1][C:2]1[CH:7]=[CH:6][C:5](F)=[C:4]([N+:9]([O-:11])=[O:10])[CH:3]=1.[CH3:12][C:13]([OH:17])([CH2:15][NH2:16])[CH3:14].C(N(C(C)C)CC)(C)C. (7) Given the product [NH2:18][C:5]1[C:6]([CH3:17])=[C:7]([C:2]([Cl:1])=[CH:3][CH:4]=1)[C:8]([NH:10][C:11]1[CH:16]=[CH:15][CH:14]=[CH:13][CH:12]=1)=[O:9], predict the reactants needed to synthesize it. The reactants are: [Cl:1][C:2]1[C:7]([C:8]([NH:10][C:11]2[CH:16]=[CH:15][CH:14]=[CH:13][CH:12]=2)=[O:9])=[C:6]([CH3:17])[C:5]([N+:18]([O-])=O)=[CH:4][CH:3]=1.ClC1C([N+]([O-])=O)=CC=C(C)C=1C(NC1C=CC=CC=1)=O.O.